From a dataset of Reaction yield outcomes from USPTO patents with 853,638 reactions. Predict the reaction yield, written as a fraction of the theoretical maximum amount of product (1.0 means a 100% yield; for example, 0.34 means a 34% yield). The reactants are BrC1C=C(C=CC=1C)N.[NH2:10][C:11]1[CH:12]=[CH:13][C:14]([CH3:27])=[C:15]([C:17]2[CH:22]=[CH:21][C:20]([C:23]([O:25][CH3:26])=[O:24])=[CH:19][CH:18]=2)[CH:16]=1.COC(C1C=CC(B(O)O)=CC=1)=O.C(=O)([O-])[O-].[Cs+].[Cs+]. The catalyst is COCCOC.C1C=CC([P]([Pd]([P](C2C=CC=CC=2)(C2C=CC=CC=2)C2C=CC=CC=2)([P](C2C=CC=CC=2)(C2C=CC=CC=2)C2C=CC=CC=2)[P](C2C=CC=CC=2)(C2C=CC=CC=2)C2C=CC=CC=2)(C2C=CC=CC=2)C2C=CC=CC=2)=CC=1. The product is [NH2:10][C:11]1[CH:12]=[CH:13][C:14]([CH3:27])=[C:15]([C:17]2[CH:22]=[CH:21][C:20]([C:23]([O:25][CH3:26])=[O:24])=[CH:19][CH:18]=2)[CH:16]=1. The yield is 0.430.